Predict the reactants needed to synthesize the given product. From a dataset of Full USPTO retrosynthesis dataset with 1.9M reactions from patents (1976-2016). The reactants are: [CH:1]1([C:7](=[O:14])[CH2:8][C:9]([O:11][CH2:12][CH3:13])=[O:10])[CH2:6][CH2:5][CH2:4][CH2:3][CH2:2]1.S(Cl)([Cl:18])(=O)=O.C(=O)(O)[O-].[Na+].C(OCC)(=O)C. Given the product [Cl:18][CH:8]([C:7]([CH:1]1[CH2:6][CH2:5][CH2:4][CH2:3][CH2:2]1)=[O:14])[C:9]([O:11][CH2:12][CH3:13])=[O:10], predict the reactants needed to synthesize it.